Predict the product of the given reaction. From a dataset of Forward reaction prediction with 1.9M reactions from USPTO patents (1976-2016). (1) Given the reactants [CH2:1]([O:3][CH:4]([N:9]1[C:13]2[CH:14]=[CH:15][CH:16]=[CH:17][C:12]=2[N:11]([CH2:18][C:19]2[C:20]3[C:27]([CH3:28])=[CH:26][CH:25]=[CH:24][C:21]=3[S:22][CH:23]=2)[C:10]1=[O:29])[CH2:5][C:6](O)=[O:7])[CH3:2].C(N1C=CN=C1)(N1C=CN=C1)=O.[C:42]1([S:48]([NH2:51])(=[O:50])=[O:49])[CH:47]=[CH:46][CH:45]=[CH:44][CH:43]=1.N12CCCN=C1CCCCC2.Cl, predict the reaction product. The product is: [CH2:1]([O:3][CH:4]([N:9]1[C:13]2[CH:14]=[CH:15][CH:16]=[CH:17][C:12]=2[N:11]([CH2:18][C:19]2[C:20]3[C:27]([CH3:28])=[CH:26][CH:25]=[CH:24][C:21]=3[S:22][CH:23]=2)[C:10]1=[O:29])[CH2:5][C:6]([NH:51][S:48]([C:42]1[CH:47]=[CH:46][CH:45]=[CH:44][CH:43]=1)(=[O:50])=[O:49])=[O:7])[CH3:2]. (2) The product is: [O:1]1[C:5]2[CH:6]=[CH:7][CH:8]=[CH:9][C:4]=2[N:3]=[C:2]1[NH:10][C:11]1[CH:16]=[CH:15][C:14]([CH2:17][C:18]([OH:20])=[O:19])=[CH:13][C:12]=1[CH3:25]. Given the reactants [O:1]1[C:5]2[CH:6]=[CH:7][CH:8]=[CH:9][C:4]=2[N:3]=[C:2]1[NH:10][C:11]1[CH:16]=[CH:15][C:14]([CH2:17][C:18]([O:20]C(C)(C)C)=[O:19])=[CH:13][C:12]=1[CH3:25].FC(F)(F)C(O)=O, predict the reaction product. (3) The product is: [NH2:53][C:51](=[O:52])[CH2:50][N:20]1[C:21](=[N:24][S:25]([C:28]2[CH:29]=[CH:30][C:31]([CH3:34])=[CH:32][CH:33]=2)(=[O:27])=[O:26])[CH:22]=[CH:23][C:18]([O:17][C:13]2[CH:12]=[C:11]([NH:10][C:8]([C:6]3[CH:5]=[CH:4][CH:3]=[C:2]([CH3:1])[N:7]=3)=[O:9])[CH:16]=[CH:15][CH:14]=2)=[CH:19]1. Given the reactants [CH3:1][C:2]1[N:7]=[C:6]([C:8]([NH:10][C:11]2[CH:16]=[CH:15][CH:14]=[C:13]([O:17][C:18]3[CH:19]=[N:20][C:21]([NH:24][S:25]([C:28]4[CH:33]=[CH:32][C:31]([CH3:34])=[CH:30][CH:29]=4)(=[O:27])=[O:26])=[CH:22][CH:23]=3)[CH:12]=2)=[O:9])[CH:5]=[CH:4][CH:3]=1.C(N(CC)C(C)C)(C)C.CN(C)C=O.I[CH2:50][C:51]([NH2:53])=[O:52], predict the reaction product.